Task: Predict the product of the given reaction.. Dataset: Forward reaction prediction with 1.9M reactions from USPTO patents (1976-2016) (1) The product is: [CH3:20][O:19][CH2:18][CH2:17][N:1]1[CH:5]=[CH:4][N:3]=[C:2]1[CH:14]=[O:15]. Given the reactants [NH:1]1[CH:5]=[CH:4][N:3]=[CH:2]1.[Li]CCCC.CN([CH:14]=[O:15])C.C1[CH2:20][O:19][CH2:18][CH2:17]1, predict the reaction product. (2) Given the reactants [C:1](=[N:14][C:15]1[CH:16]=[CH:17][C:18]([F:31])=[C:19]([C:21]2([CH:28]3[CH2:30][CH2:29]3)[NH:26][C:25](=O)[CH2:24][O:23][CH2:22]2)[CH:20]=1)([C:8]1[CH:13]=[CH:12][CH:11]=[CH:10][CH:9]=1)[C:2]1[CH:7]=[CH:6][CH:5]=[CH:4][CH:3]=1.COC1C=CC(P2(SP(C3C=CC(OC)=CC=3)(=S)S2)=[S:41])=CC=1, predict the reaction product. The product is: [C:1](=[N:14][C:15]1[CH:16]=[CH:17][C:18]([F:31])=[C:19]([C:21]2([CH:28]3[CH2:30][CH2:29]3)[NH:26][C:25](=[S:41])[CH2:24][O:23][CH2:22]2)[CH:20]=1)([C:8]1[CH:13]=[CH:12][CH:11]=[CH:10][CH:9]=1)[C:2]1[CH:7]=[CH:6][CH:5]=[CH:4][CH:3]=1. (3) Given the reactants [Br:1][C:2]1[CH:3]=[C:4]([CH2:9][C:10]([O:12][CH2:13][CH3:14])=[O:11])[CH:5]=[C:6]([F:8])[CH:7]=1.[C:15]1([CH:21]([C:27]2[CH:32]=[CH:31][CH:30]=[CH:29][CH:28]=2)[N:22]2[CH2:25][C:24](=[O:26])[CH2:23]2)[CH:20]=[CH:19][CH:18]=[CH:17][CH:16]=1.CC1C(C)=C(C)[SiH](C)[SiH-](C)(C)C=1.[Li+], predict the reaction product. The product is: [Br:1][C:2]1[CH:3]=[C:4]([C@H:9]([C:24]2([OH:26])[CH2:25][N:22]([CH:21]([C:27]3[CH:28]=[CH:29][CH:30]=[CH:31][CH:32]=3)[C:15]3[CH:20]=[CH:19][CH:18]=[CH:17][CH:16]=3)[CH2:23]2)[C:10]([O:12][CH2:13][CH3:14])=[O:11])[CH:5]=[C:6]([F:8])[CH:7]=1. (4) Given the reactants [C:1]1([C:7]2[S:11][C:10]([NH:12][C:13]([NH:15]C(=O)C(Cl)(Cl)Cl)=[O:14])=[C:9]([C:22]([O:24][CH3:25])=[O:23])[CH:8]=2)[CH:6]=[CH:5][CH:4]=[CH:3][CH:2]=1.N, predict the reaction product. The product is: [NH2:15][C:13]([NH:12][C:10]1[S:11][C:7]([C:1]2[CH:6]=[CH:5][CH:4]=[CH:3][CH:2]=2)=[CH:8][C:9]=1[C:22]([O:24][CH3:25])=[O:23])=[O:14].